Dataset: Catalyst prediction with 721,799 reactions and 888 catalyst types from USPTO. Task: Predict which catalyst facilitates the given reaction. (1) Reactant: [Br-].[NH:2]1[C:10]2[C:5](=[CH:6][CH:7]=[CH:8][CH:9]=2)[C:4](C[P+](C2C=CC=CC=2)(C2C=CC=CC=2)C2C=CC=CC=2)=[N:3]1.[N:31]1([C:37]2[CH:44]=[CH:43][C:40]([CH:41]=O)=[C:39]([N+:45]([O-:47])=[O:46])[CH:38]=2)[CH2:36][CH2:35][O:34][CH2:33][CH2:32]1.[C:48](=O)([O-])[O-].[K+].[K+].O. Product: [N:31]1([C:37]2[CH:44]=[CH:43][C:40]([CH:41]=[CH:48][N:2]3[C:10]4[C:5](=[CH:6][CH:7]=[CH:8][CH:9]=4)[CH:4]=[N:3]3)=[C:39]([N+:45]([O-:47])=[O:46])[CH:38]=2)[CH2:36][CH2:35][O:34][CH2:33][CH2:32]1. The catalyst class is: 5. (2) Reactant: [CH3:1][C:2]1[CH:10]=[C:9]2[C:5]([C:6]([CH:11]=[N:12]O)=[CH:7][NH:8]2)=[CH:4][CH:3]=1.[BH4-].[Na+]. Product: [CH3:1][C:2]1[CH:10]=[C:9]2[C:5]([C:6]([CH2:11][NH2:12])=[CH:7][NH:8]2)=[CH:4][CH:3]=1. The catalyst class is: 5. (3) Product: [CH:5]1([C:8]2[CH:16]=[CH:15][C:11]([C:12]([OH:14])=[O:13])=[CH:10][C:9]=2[CH:17]([OH:18])[CH2:1][CH3:2])[CH2:6][CH2:7]1. The catalyst class is: 1. Reactant: [CH2:1]([Mg]Br)[CH3:2].[CH:5]1([C:8]2[CH:16]=[CH:15][C:11]([C:12]([OH:14])=[O:13])=[CH:10][C:9]=2[CH:17]=[O:18])[CH2:7][CH2:6]1. (4) Reactant: N#N.[Cl:3][C:4]1[CH:9]=[C:8](I)[CH:7]=[CH:6][N:5]=1.[N+:11]([C:14]1[CH:15]=[C:16]([CH:18]=[CH:19][CH:20]=1)[NH2:17])([O-:13])=[O:12].C1C=CC(P(C2C(C3C(P(C4C=CC=CC=4)C4C=CC=CC=4)=CC=C4C=3C=CC=C4)=C3C(C=CC=C3)=CC=2)C2C=CC=CC=2)=CC=1.C([O-])([O-])=O.[Cs+].[Cs+]. Product: [Cl:3][C:4]1[CH:9]=[C:8]([NH:17][C:16]2[CH:18]=[CH:19][CH:20]=[C:14]([N+:11]([O-:13])=[O:12])[CH:15]=2)[CH:7]=[CH:6][N:5]=1. The catalyst class is: 222. (5) Reactant: [Br:1][C:2]1[C:3]([Cl:31])=[C:4]2[C:10]([C:11]3[CH:16]=[CH:15][CH:14]=[CH:13][C:12]=3[CH2:17][O:18]C(C)(C)C)=[CH:9][N:8](COCC[Si](C)(C)C)[C:5]2=[N:6][CH:7]=1.FC(F)(F)C(O)=O. Product: [Br:1][C:2]1[C:3]([Cl:31])=[C:4]2[C:10]([C:11]3[CH:16]=[CH:15][CH:14]=[CH:13][C:12]=3[CH2:17][OH:18])=[CH:9][NH:8][C:5]2=[N:6][CH:7]=1. The catalyst class is: 4. (6) Reactant: [C:1]([O:5][C:6]([N:8]1[CH2:12][CH2:11][C@@H:10]([OH:13])[C@H:9]1[C:14]([OH:16])=O)=[O:7])([CH3:4])([CH3:3])[CH3:2].CCN(C(C)C)C(C)C.CN(C(ON1N=NC2C=CC=NC1=2)=[N+](C)C)C.F[P-](F)(F)(F)(F)F.Cl.[NH2:51][CH2:52][C:53]1[CH:61]=[C:60]([C:62]2[CH:63]=[N:64][C:65]([C:68]([F:71])([F:70])[F:69])=[N:66][CH:67]=2)[CH:59]=[CH:58][C:54]=1[C:55]([NH2:57])=[O:56]. Product: [C:55]([C:54]1[CH:58]=[CH:59][C:60]([C:62]2[CH:63]=[N:64][C:65]([C:68]([F:69])([F:70])[F:71])=[N:66][CH:67]=2)=[CH:61][C:53]=1[CH2:52][NH:51][C:14]([C@@H:9]1[C@H:10]([OH:13])[CH2:11][CH2:12][N:8]1[C:6]([O:5][C:1]([CH3:2])([CH3:3])[CH3:4])=[O:7])=[O:16])(=[O:56])[NH2:57]. The catalyst class is: 39. (7) Reactant: [C:1]([O:5][C:6]([N:8]1[CH2:13][C@@H:12]([OH:14])[CH2:11][CH2:10][C@H:9]1[C:15]([O:17][C:18]([CH3:21])([CH3:20])[CH3:19])=[O:16])=[O:7])([CH3:4])([CH3:3])[CH3:2].[F:22][C:23]([F:35])([F:34])[C:24]1[CH:29]=[CH:28][C:27]([S:30](Cl)(=[O:32])=[O:31])=[CH:26][CH:25]=1.O. Product: [C:1]([O:5][C:6]([N:8]1[CH2:13][C@@H:12]([O:14][S:30]([C:27]2[CH:26]=[CH:25][C:24]([C:23]([F:22])([F:34])[F:35])=[CH:29][CH:28]=2)(=[O:32])=[O:31])[CH2:11][CH2:10][C@H:9]1[C:15]([O:17][C:18]([CH3:21])([CH3:20])[CH3:19])=[O:16])=[O:7])([CH3:4])([CH3:3])[CH3:2]. The catalyst class is: 64.